Dataset: Full USPTO retrosynthesis dataset with 1.9M reactions from patents (1976-2016). Task: Predict the reactants needed to synthesize the given product. (1) The reactants are: [CH3:1][O:2][C:3]1[CH:4]=[CH:5][C:6]([CH:18]=O)=[N:7][C:8]=1[C:9]1[CH:14]=[CH:13][C:12]([S:15]([CH3:17])=[O:16])=[CH:11][CH:10]=1.[NH2:20][C:21]1[CH:29]=[CH:28][CH:27]=[C:26]([O:30][CH3:31])[C:22]=1[C:23]([NH2:25])=[O:24].OS([O-])=O.[Na+].O.C1(C)C=CC(S(O)(=O)=O)=CC=1. Given the product [CH3:31][O:30][C:26]1[CH:27]=[CH:28][CH:29]=[C:21]2[C:22]=1[C:23](=[O:24])[NH:25][C:18]([C:6]1[CH:5]=[CH:4][C:3]([O:2][CH3:1])=[C:8]([C:9]3[CH:10]=[CH:11][C:12]([S:15]([CH3:17])=[O:16])=[CH:13][CH:14]=3)[N:7]=1)=[N:20]2, predict the reactants needed to synthesize it. (2) Given the product [CH3:5][O:6][CH2:7][C@H:8]([N:10]1[CH2:14][CH2:13][N:12]([C:11]([NH:41][C:38]2[CH:37]=[CH:36][C:35]([O:34][C:32]3[CH:31]=[CH:30][N:29]=[C:28]([C:26]4[CH:25]=[N:24][N:23]([CH3:22])[CH:27]=4)[CH:33]=3)=[CH:40][N:39]=2)=[O:15])[C:1]1=[O:2])[CH3:9], predict the reactants needed to synthesize it. The reactants are: [C:1](Cl)(Cl)=[O:2].[CH3:5][O:6][CH2:7][C@H:8]([N:10]1[CH2:14][CH2:13][NH:12][C:11]1=[O:15])[CH3:9].N1C=CC=CC=1.[CH3:22][N:23]1[CH:27]=[C:26]([C:28]2[CH:33]=[C:32]([O:34][C:35]3[CH:36]=[CH:37][C:38]([NH2:41])=[N:39][CH:40]=3)[CH:31]=[CH:30][N:29]=2)[CH:25]=[N:24]1. (3) Given the product [Cl:1][C:2]1[CH:7]=[C:6]([N:8]2[CH2:9][CH2:10][CH2:11][CH2:12]2)[CH:5]=[CH:4][C:3]=1[C:13]([N:15]1[C:21]2[CH:22]=[CH:23][CH:24]=[CH:25][C:20]=2[CH2:19][NH:18][C@H:17]([CH3:38])[CH2:16]1)=[O:14], predict the reactants needed to synthesize it. The reactants are: [Cl:1][C:2]1[CH:7]=[C:6]([N:8]2[CH2:12][CH2:11][CH2:10][CH2:9]2)[CH:5]=[CH:4][C:3]=1[C:13]([N:15]1[C:21]2[CH:22]=[CH:23][CH:24]=[CH:25][C:20]=2[CH2:19][N:18](S(C2C=CC([N+]([O-])=O)=CC=2)(=O)=O)[C@H:17]([CH3:38])[CH2:16]1)=[O:14].C(=O)([O-])[O-].[K+].[K+].C(S)CCCCCCCCCCC.O. (4) Given the product [F:11][C:8]1[CH:7]=[C:3]2[C:2](=[CH:10][CH:9]=1)[N:1]=[C:15]([CH3:16])[N:22]([CH:23]1[CH2:28][CH2:27][C:26](=[O:29])[NH:25][C:24]1=[O:30])[C:4]2=[O:6], predict the reactants needed to synthesize it. The reactants are: [NH2:1][C:2]1[CH:10]=[CH:9][C:8]([F:11])=[CH:7][C:3]=1[C:4]([OH:6])=O.N1[CH:16]=[CH:15]N=C1.C(Cl)(=O)C.Cl.[NH2:22][CH:23]1[CH2:28][CH2:27][C:26](=[O:29])[NH:25][C:24]1=[O:30].P(OC1C=CC=CC=1)(OC1C=CC=CC=1)OC1C=CC=CC=1. (5) The reactants are: [N:1]1[C:10]2[C:5](=[CH:6][CH:7]=[CH:8][CH:9]=2)[CH:4]=[CH:3][C:2]=1[CH2:11][CH2:12][NH:13][OH:14].[Br:15][C:16]1[CH:24]=[CH:23][CH:22]=[C:21]([F:25])[C:17]=1[C:18](O)=[O:19].CCN(C(C)C)C(C)C. Given the product [Br:15][C:16]1[CH:24]=[CH:23][CH:22]=[C:21]([F:25])[C:17]=1[C:18]([N:13]([OH:14])[CH2:12][CH2:11][C:2]1[CH:3]=[CH:4][C:5]2[C:10](=[CH:9][CH:8]=[CH:7][CH:6]=2)[N:1]=1)=[O:19], predict the reactants needed to synthesize it.